Dataset: Forward reaction prediction with 1.9M reactions from USPTO patents (1976-2016). Task: Predict the product of the given reaction. Given the reactants Br[C:2]1[CH:7]=[CH:6][N:5]2[C:8]([C:11]3[CH:12]=[C:13]([NH:18][S:19]([N:22]([CH3:24])[CH3:23])(=[O:21])=[O:20])[C:14]([Cl:17])=[N:15][CH:16]=3)=[CH:9][N:10]=[C:4]2[CH:3]=1.Br[C:26]1[CH:27]=[C:28](NS(N(C)C)(=O)=O)[C:29](Cl)=[N:30][CH:31]=1.B1(B2OC(C)(C)C(C)(C)O2)OC(C)(C)C(C)(C)O1.C([O-])(=O)C.[K+].BrC1C=CN2C(I)=CN=C2C=1.C(=O)([O-])[O-].[Na+].[Na+], predict the reaction product. The product is: [Cl:17][C:14]1[C:13]([NH:18][S:19]([N:22]([CH3:24])[CH3:23])(=[O:21])=[O:20])=[CH:12][C:11]([C:8]2[N:5]3[CH:6]=[CH:7][C:2]([C:27]4[CH:26]=[CH:31][N:30]=[CH:29][CH:28]=4)=[CH:3][C:4]3=[N:10][CH:9]=2)=[CH:16][N:15]=1.